The task is: Predict the product of the given reaction.. This data is from Forward reaction prediction with 1.9M reactions from USPTO patents (1976-2016). The product is: [Cl:1][C:2]1[C:11]([O:12][CH3:13])=[CH:10][C:5]([C:6]([O:8][CH3:9])=[O:7])=[CH:4][C:3]=1[C:14]#[C:15][C:17]1[CH:18]=[N:19][C:20]([NH:23][C:24]2[CH:29]=[CH:28][C:27]([N:30]3[CH2:31][C@@H:32]([CH3:37])[NH:33][C@@H:34]([CH3:36])[CH2:35]3)=[CH:26][CH:25]=2)=[N:21][CH:22]=1. Given the reactants [Cl:1][C:2]1[C:11]([O:12][CH3:13])=[CH:10][C:5]([C:6]([O:8][CH3:9])=[O:7])=[CH:4][C:3]=1[C:14]#[CH:15].Br[C:17]1[CH:18]=[N:19][C:20]([NH:23][C:24]2[CH:29]=[CH:28][C:27]([N:30]3[CH2:35][C@H:34]([CH3:36])[NH:33][C@H:32]([CH3:37])[CH2:31]3)=[CH:26][CH:25]=2)=[N:21][CH:22]=1, predict the reaction product.